Dataset: Reaction yield outcomes from USPTO patents with 853,638 reactions. Task: Predict the reaction yield, written as a fraction of the theoretical maximum amount of product (1.0 means a 100% yield; for example, 0.34 means a 34% yield). (1) The reactants are Cl[C:2]1[C:11]2[C:6](=[CH:7][C:8]([O:14][CH3:15])=[C:9]([O:12][CH3:13])[CH:10]=2)[N:5]=[CH:4][N:3]=1.[NH2:16][C:17]1[CH:18]=[C:19]([NH:24][C:25](=[O:37])[C:26]2[CH:31]=[CH:30][CH:29]=[C:28]([C:32]([C:35]#[N:36])([CH3:34])[CH3:33])[CH:27]=2)[CH:20]=[CH:21][C:22]=1[CH3:23]. The catalyst is CCO. The product is [C:35]([C:32]([C:28]1[CH:27]=[C:26]([CH:31]=[CH:30][CH:29]=1)[C:25]([NH:24][C:19]1[CH:20]=[CH:21][C:22]([CH3:23])=[C:17]([NH:16][C:2]2[C:11]3[C:6](=[CH:7][C:8]([O:14][CH3:15])=[C:9]([O:12][CH3:13])[CH:10]=3)[N:5]=[CH:4][N:3]=2)[CH:18]=1)=[O:37])([CH3:33])[CH3:34])#[N:36]. The yield is 0.950. (2) The reactants are C([O:8][C:9]1[C:14](=[O:15])[C:13]([CH:16]([OH:21])[C:17]([F:20])([F:19])[F:18])=[CH:12][NH:11][C:10]=1[CH3:22])C1C=CC=CC=1. The catalyst is CO.[Pd]. The product is [OH:8][C:9]1[C:14](=[O:15])[C:13]([CH:16]([OH:21])[C:17]([F:20])([F:18])[F:19])=[CH:12][NH:11][C:10]=1[CH3:22]. The yield is 0.830. (3) The reactants are [Cl:1][C:2]1[C:7]([C:8]([OH:10])=O)=[CH:6][N:5]=[CH:4][CH:3]=1.C(N1C=CN=C1)(N1C=CN=C1)=O.[NH:23]1[CH2:28][CH2:27][O:26][CH2:25][CH2:24]1. The catalyst is C1COCC1.ClCCl. The product is [Cl:1][C:2]1[CH:3]=[CH:4][N:5]=[CH:6][C:7]=1[C:8]([N:23]1[CH2:28][CH2:27][O:26][CH2:25][CH2:24]1)=[O:10]. The yield is 0.860. (4) The reactants are [CH2:1]([O:3][CH2:4][CH2:5][O:6][CH2:7][CH2:8][C:9]#[N:10])[CH3:2].[NH2:11][OH:12]. The catalyst is CCO. The product is [CH2:1]([O:3][CH2:4][CH2:5][O:6][CH2:7][CH2:8][C:9](=[N:11][OH:12])[NH2:10])[CH3:2]. The yield is 0.976. (5) The reactants are [CH2:1]([N:5]1[C:14]2[C:9](=[CH:10][C:11]([F:15])=[CH:12][CH:13]=2)[N:8]([C:16](=[O:25])[C:17]2[CH:22]=[CH:21][C:20]([O:23]C)=[CH:19][CH:18]=2)[C@H:7]([CH2:26][CH3:27])[C:6]1=[O:28])[CH2:2][CH2:3][CH3:4].C([C@H]1N(C(=O)C2C=CC(O)=CC=2)C2C(=CC(F)=CC=2)N(C)C1=O)C. No catalyst specified. The product is [CH2:1]([N:5]1[C:14]2[C:9](=[CH:10][C:11]([F:15])=[CH:12][CH:13]=2)[N:8]([C:16](=[O:25])[C:17]2[CH:22]=[CH:21][C:20]([OH:23])=[CH:19][CH:18]=2)[C@H:7]([CH2:26][CH3:27])[C:6]1=[O:28])[CH2:2][CH2:3][CH3:4]. The yield is 0.940. (6) The reactants are [OH:1][C:2]1[CH:7]=[CH:6][C:5]([N:8]2[C:13](=[O:14])[C:12]([CH2:15][C:16]3[CH:21]=[CH:20][C:19]([C:22]4[C:23]([C:28]#[N:29])=[CH:24][CH:25]=[CH:26][CH:27]=4)=[CH:18][CH:17]=3)=[C:11]([CH2:30][CH2:31][CH3:32])[N:10]=[C:9]2[CH3:33])=[CH:4][CH:3]=1.[Si]([O:41][CH:42]1[CH2:47][CH2:46][CH:45](O)[CH2:44][C:43]1([CH3:50])[CH3:49])(C(C)(C)C)(C)C.C1(P(C2C=CC=CC=2)C2C=CC=CC=2)C=CC=CC=1.[N:71]([C:72]([O:74]C(C)C)=[O:73])=[N:71][C:72]([O:74]C(C)C)=[O:73]. The catalyst is O1CCCC1.O.C(OCC)(=O)C. The product is [OH:41][CH:42]1[CH2:47][CH2:46][CH:45]([O:1][C:2]2[CH:3]=[CH:4][C:5]([N:8]3[C:13](=[O:14])[C:12]([CH2:15][C:16]4[CH:21]=[CH:20][C:19]([C:22]5[CH:27]=[CH:26][CH:25]=[CH:24][C:23]=5[C:28]5[NH:71][C:72](=[O:73])[O:74][N:29]=5)=[CH:18][CH:17]=4)=[C:11]([CH2:30][CH2:31][CH3:32])[N:10]=[C:9]3[CH3:33])=[CH:6][CH:7]=2)[CH2:44][C:43]1([CH3:49])[CH3:50]. The yield is 0.460. (7) The reactants are [Cl:1][C:2]1[CH:8]=[CH:7][C:5]([NH2:6])=[C:4]([CH2:9][N:10]2[CH2:15][CH2:14][O:13][CH2:12][CH2:11]2)[CH:3]=1.[F:16][C:17]([F:28])([F:27])[C:18](O[C:18](=[O:19])[C:17]([F:28])([F:27])[F:16])=[O:19]. The catalyst is O1CCOCC1.C(OCC)C. The product is [Cl:1][C:2]1[CH:8]=[CH:7][C:5]([NH:6][C:18](=[O:19])[C:17]([F:28])([F:27])[F:16])=[C:4]([CH2:9][N:10]2[CH2:15][CH2:14][O:13][CH2:12][CH2:11]2)[CH:3]=1. The yield is 0.950. (8) The reactants are [N:1]#[C:2][NH2:3].C[O-].[Na+].[Cl:7][C:8]1[CH:13]=[C:12]([N:14]=[C:15]=[S:16])[CH:11]=[C:10]([Cl:17])[C:9]=1[S:18][C:19]1[CH:24]=[CH:23][C:22]([C:25]([F:28])([F:27])[F:26])=[CH:21][CH:20]=1.[N-]=[C:30]=S.IC. The catalyst is CO.C1(C)C=CC=CC=1. The product is [C:2]([N:3]=[C:15]([S:16][CH3:30])[NH:14][C:12]1[CH:11]=[C:10]([Cl:17])[C:9]([S:18][C:19]2[CH:20]=[CH:21][C:22]([C:25]([F:27])([F:28])[F:26])=[CH:23][CH:24]=2)=[C:8]([Cl:7])[CH:13]=1)#[N:1]. The yield is 0.930. (9) The reactants are Cl[CH2:2][C:3]1[N:4]=[C:5]2[CH:14]=[CH:13][CH:12]=[CH:11][N:6]2[C:7](=[O:10])[C:8]=1[I:9].[C:15]([O-:18])(=[O:17])[CH3:16].[K+].O. The catalyst is CN(C=O)C. The product is [C:15]([O:18][CH2:2][C:3]1[N:4]=[C:5]2[CH:14]=[CH:13][CH:12]=[CH:11][N:6]2[C:7](=[O:10])[C:8]=1[I:9])(=[O:17])[CH3:16]. The yield is 0.900. (10) The catalyst is CN(C=O)C. The yield is 0.480. The product is [C:15]([C:12]1[CH:13]=[CH:14][C:9]([C@@H:8]2[C:3]([C:1]#[N:2])=[C:4]([CH3:36])[N:5]([C:26]3[CH:31]=[CH:30][CH:29]=[C:28]([C:32]([F:34])([F:33])[F:35])[CH:27]=3)[C:6](=[O:25])[N:7]2[CH2:21][C:22]([N:61]2[CH2:66][CH2:65][CH:64]([CH2:67][CH2:68][OH:69])[CH2:63][CH2:62]2)=[O:23])=[C:10]([S:17]([CH3:20])(=[O:19])=[O:18])[CH:11]=1)#[N:16]. The reactants are [C:1]([C:3]1[C@@H:8]([C:9]2[CH:14]=[CH:13][C:12]([C:15]#[N:16])=[CH:11][C:10]=2[S:17]([CH3:20])(=[O:19])=[O:18])[N:7]([CH2:21][C:22](O)=[O:23])[C:6](=[O:25])[N:5]([C:26]2[CH:31]=[CH:30][CH:29]=[C:28]([C:32]([F:35])([F:34])[F:33])[CH:27]=2)[C:4]=1[CH3:36])#[N:2].CN(C(ON1N=NC2C=CC=NC1=2)=[N+](C)C)C.F[P-](F)(F)(F)(F)F.[NH:61]1[CH2:66][CH2:65][CH:64]([CH2:67][CH2:68][OH:69])[CH2:63][CH2:62]1.C(N(CC)C(C)C)(C)C.